The task is: Predict the reaction yield, written as a fraction of the theoretical maximum amount of product (1.0 means a 100% yield; for example, 0.34 means a 34% yield).. This data is from Reaction yield outcomes from USPTO patents with 853,638 reactions. (1) The reactants are [N:1]([CH:4]1[CH2:9][CH2:8][N:7]([C:10]([O:12][CH2:13][C:14]2[CH:19]=[CH:18][CH:17]=[CH:16][CH:15]=2)=[O:11])[CH2:6][CH2:5]1)=[C:2]=[O:3].Br.Br[CH2:22][CH2:23][CH:24]([NH2:26])[CH3:25].C(N(CC)CC)C.CC(C)([O-])C.[K+]. The product is [CH3:25][CH:24]1[CH2:23][CH2:22][N:1]([CH:4]2[CH2:9][CH2:8][N:7]([C:10]([O:12][CH2:13][C:14]3[CH:19]=[CH:18][CH:17]=[CH:16][CH:15]=3)=[O:11])[CH2:6][CH2:5]2)[C:2](=[O:3])[NH:26]1. The yield is 0.450. The catalyst is C(#N)C.C1COCC1. (2) The reactants are [F:1][C:2]1[CH:28]=[CH:27][C:5]([CH2:6][N:7]2[CH2:10][CH:9]([S:11][C:12]3[C@H:13]([CH3:26])[C@@H:14]4[C@@H:21]([C@H:22]([OH:24])[CH3:23])[C:20](=[O:25])[N:15]4[C:16]=3[C:17]([O-:19])=[O:18])[CH2:8]2)=[CH:4][CH:3]=1.[K+].C(O)(=O)C. The catalyst is O. The product is [F:1][C:2]1[CH:28]=[CH:27][C:5]([CH2:6][N:7]2[CH2:8][CH:9]([S:11][C:12]3[C@H:13]([CH3:26])[C@@H:14]4[C@@H:21]([C@H:22]([OH:24])[CH3:23])[C:20](=[O:25])[N:15]4[C:16]=3[C:17]([OH:19])=[O:18])[CH2:10]2)=[CH:4][CH:3]=1. The yield is 0.950. (3) The reactants are [CH:1]1([C:7]2[C:15]3[C:10](=[CH:11][C:12]([C:16]([OH:18])=[O:17])=[CH:13][CH:14]=3)[N:9]([CH2:19][C:20]([N:22]3[CH2:27][CH2:26][O:25][CH2:24][CH2:23]3)=[O:21])[C:8]=2[C:28]2[CH:33]=[CH:32][C:31](C3C=CC(N(C)C)=CC=3)=[CH:30][CH:29]=2)[CH2:6][CH2:5][CH2:4][CH2:3][CH2:2]1.COC(C1C=C2C(C(C3CCCCC3)=C(C3C=CC(OS(C(F)(F)F)(=O)=O)=CC=3)N2CC(N2CCOCC2)=O)=CC=1)=O.[CH3:85][O:86][C:87]1[CH:92]=[CH:91][C:90](B(O)O)=[CH:89][CH:88]=1. No catalyst specified. The product is [CH:1]1([C:7]2[C:15]3[C:10](=[CH:11][C:12]([C:16]([OH:18])=[O:17])=[CH:13][CH:14]=3)[N:9]([CH2:19][C:20]([N:22]3[CH2:23][CH2:24][O:25][CH2:26][CH2:27]3)=[O:21])[C:8]=2[C:28]2[CH:33]=[CH:32][C:31]([C:90]3[CH:91]=[CH:92][C:87]([O:86][CH3:85])=[CH:88][CH:89]=3)=[CH:30][CH:29]=2)[CH2:6][CH2:5][CH2:4][CH2:3][CH2:2]1. The yield is 0.230. (4) The reactants are [Cl:1][C:2]1[CH:3]=[C:4]([CH:10]=CC2C=CC=CC=2)[C:5](=[O:9])[N:6]([CH3:8])[N:7]=1.CC1C=CC=C(C)N=1.I([O-])(=O)(=O)=[O:27].[Na+]. The catalyst is O1CCOCC1.O.[Os](=O)(=O)(=O)=O. The product is [Cl:1][C:2]1[CH:3]=[C:4]([CH:10]=[O:27])[C:5](=[O:9])[N:6]([CH3:8])[N:7]=1. The yield is 0.477. (5) The reactants are Br[C:2]1[CH:7]=[CH:6][C:5]([C:8]2[CH:9]=[CH:10][C:11]([C:21]3[CH:26]=[CH:25][CH:24]=[CH:23][N:22]=3)=[N:12][C:13]=2[C:14]2[CH:19]=[CH:18][C:17](Br)=[CH:16][CH:15]=2)=[CH:4][CH:3]=1.[C:27]1([C:33]2[C:46]3[C:41](=[CH:42][CH:43]=[CH:44][CH:45]=3)[C:40](B(O)O)=[C:39]3[C:34]=2[CH:35]=[CH:36][CH:37]=[CH:38]3)[CH:32]=[CH:31][CH:30]=[CH:29][CH:28]=1.C(=O)([O-])[O-].[Na+].[Na+].[C:56]1([CH3:62])[CH:61]=[CH:60][CH:59]=[CH:58][CH:57]=1. The catalyst is C1C=CC([P]([Pd]([P](C2C=CC=CC=2)(C2C=CC=CC=2)C2C=CC=CC=2)([P](C2C=CC=CC=2)(C2C=CC=CC=2)C2C=CC=CC=2)[P](C2C=CC=CC=2)(C2C=CC=CC=2)C2C=CC=CC=2)(C2C=CC=CC=2)C2C=CC=CC=2)=CC=1.CO.O.C(O)C. The product is [C:27]1([C:33]2[C:46]3[C:41](=[CH:42][CH:43]=[CH:44][CH:45]=3)[C:40]([C:2]3[CH:7]=[CH:6][C:5]([C:8]4[CH:9]=[CH:10][C:11]([C:21]5[CH:26]=[CH:25][CH:24]=[CH:23][N:22]=5)=[N:12][C:13]=4[C:14]4[CH:19]=[CH:18][C:17]([C:57]5[C:56]6[C:61]([C:60]([C:7]7[CH:2]=[CH:3][CH:4]=[CH:5][CH:6]=7)=[C:59]7[C:58]=5[CH:9]=[CH:8][CH:13]=[CH:14]7)=[CH:10][CH:11]=[CH:21][CH:62]=6)=[CH:16][CH:15]=4)=[CH:4][CH:3]=3)=[C:39]3[C:34]=2[CH:35]=[CH:36][CH:37]=[CH:38]3)[CH:32]=[CH:31][CH:30]=[CH:29][CH:28]=1. The yield is 0.430. (6) The reactants are [CH:1]([O:4][C:5](=[O:30])[NH:6][C:7]1[CH:12]=[CH:11][C:10]([C:13]2[N:14]([CH:26]3[CH2:29][CH2:28][CH2:27]3)[C:15]3[C:20]([C:21]=2[C:22]#[N:23])=[CH:19][CH:18]=[C:17]([O:24]C)[CH:16]=3)=[CH:9][CH:8]=1)([CH3:3])[CH3:2].B(Br)(Br)Br.O. The catalyst is C(Cl)Cl. The product is [CH:1]([O:4][C:5](=[O:30])[NH:6][C:7]1[CH:8]=[CH:9][C:10]([C:13]2[N:14]([CH:26]3[CH2:29][CH2:28][CH2:27]3)[C:15]3[C:20]([C:21]=2[C:22]#[N:23])=[CH:19][CH:18]=[C:17]([OH:24])[CH:16]=3)=[CH:11][CH:12]=1)([CH3:3])[CH3:2]. The yield is 0.710. (7) The reactants are F[P-](F)(F)(F)(F)F.Br[P+](N1CCCC1)(N1CCCC1)N1CCCC1.[CH3:25][O:26][C:27]1[CH:28]=[CH:29][C:30]2[S:34][C:33]([C:35]([OH:37])=O)=[N:32][C:31]=2[C:38]=1[N+:39]([O-:41])=[O:40].C(N(C(C)C)CC)(C)C.[NH:51]1[CH2:56][CH2:55][O:54][CH2:53][CH2:52]1.CN(C1C=CC=CN=1)C. The catalyst is ClCCl.CCCCCCC.C(OCC)(=O)C. The product is [CH3:25][O:26][C:27]1[CH:28]=[CH:29][C:30]2[S:34][C:33]([C:35]([N:51]3[CH2:56][CH2:55][O:54][CH2:53][CH2:52]3)=[O:37])=[N:32][C:31]=2[C:38]=1[N+:39]([O-:41])=[O:40]. The yield is 0.330.